From a dataset of Catalyst prediction with 721,799 reactions and 888 catalyst types from USPTO. Predict which catalyst facilitates the given reaction. (1) Reactant: [CH3:1][C:2]1[CH:3]=[C:4]([CH:9]([C:11]2[CH:16]=[C:15]([CH3:17])[CH:14]=[C:13]([CH3:18])[CH:12]=2)[OH:10])[CH:5]=[C:6]([CH3:8])[CH:7]=1. Product: [CH3:18][C:13]1[CH:12]=[C:11]([C:9]([C:4]2[CH:3]=[C:2]([CH3:1])[CH:7]=[C:6]([CH3:8])[CH:5]=2)=[O:10])[CH:16]=[C:15]([CH3:17])[CH:14]=1. The catalyst class is: 177. (2) Reactant: [F:1][C:2]1[C:7]([F:8])=[CH:6][CH:5]=[CH:4][C:3]=1[C:9]1[N:34]=[C:12]2[CH:13]=[N:14][N:15]([CH2:17][C:18]3[O:22][N:21]=[C:20]([C:23]4[CH:33]=[CH:32][C:26]([O:27][CH2:28][C:29](O)=[O:30])=[CH:25][CH:24]=4)[CH:19]=3)[CH:16]=[C:11]2[N:10]=1.[CH:35]1([NH2:38])[CH2:37][CH2:36]1.C(N(C(C)C)CC)(C)C.CN(C(ON1N=NC2C=CC=NC1=2)=[N+](C)C)C.F[P-](F)(F)(F)(F)F.Cl. Product: [CH:35]1([NH:38][C:29](=[O:30])[CH2:28][O:27][C:26]2[CH:25]=[CH:24][C:23]([C:20]3[CH:19]=[C:18]([CH2:17][N:15]4[CH:16]=[C:11]5[N:10]=[C:9]([C:3]6[CH:4]=[CH:5][CH:6]=[C:7]([F:8])[C:2]=6[F:1])[N:34]=[C:12]5[CH:13]=[N:14]4)[O:22][N:21]=3)=[CH:33][CH:32]=2)[CH2:37][CH2:36]1. The catalyst class is: 13. (3) Reactant: [N:1]1[CH:6]=[CH:5][CH:4]=[C:3]([NH:7][C:8]([C:10]2[C:18]3[C:17]4[CH:19]=[CH:20][CH:21]=[CH:22][C:16]=4[O:15][C:14]=3[C:13]([O:23][CH:24]([F:26])[F:25])=[CH:12][CH:11]=2)=[O:9])[CH:2]=1.ClC1C=CC=C(C(OO)=[O:35])C=1. Product: [N:1]1[CH:6]=[CH:5][CH:4]=[C:3]([NH+:7]([O-:35])[C:8]([C:10]2[C:18]3[C:17]4[CH:19]=[CH:20][CH:21]=[CH:22][C:16]=4[O:15][C:14]=3[C:13]([O:23][CH:24]([F:25])[F:26])=[CH:12][CH:11]=2)=[O:9])[CH:2]=1. The catalyst class is: 22. (4) The catalyst class is: 18. Reactant: [NH:1]1[CH2:6][CH2:5][O:4][CH2:3][CH2:2]1.C(N(C(C)C)CC)(C)C.[CH:16]1([CH2:22][N:23]2[C:27]3[CH:28]=[CH:29][C:30]([C:32](O)=[O:33])=[CH:31][C:26]=3[N:25]=[C:24]2[C:35]([CH3:39])([CH3:38])[CH2:36][CH3:37])[CH2:21][CH2:20][CH2:19][CH2:18][CH2:17]1.CN(C(ON1N=NC2C=CC=NC1=2)=[N+](C)C)C.F[P-](F)(F)(F)(F)F. Product: [CH:16]1([CH2:22][N:23]2[C:27]3[CH:28]=[CH:29][C:30]([C:32]([N:1]4[CH2:6][CH2:5][O:4][CH2:3][CH2:2]4)=[O:33])=[CH:31][C:26]=3[N:25]=[C:24]2[C:35]([CH3:38])([CH3:39])[CH2:36][CH3:37])[CH2:17][CH2:18][CH2:19][CH2:20][CH2:21]1. (5) Reactant: [CH2:1]([O:3][C:4](=[O:22])[C:5]([C:7]1[CH:12]=[CH:11][C:10](O[Si](C(C)(C)C)(C)C)=[CH:9][C:8]=1[OH:21])=O)[CH3:2].Cl[CH2:24][C:25]([C:27]1[CH:32]=[CH:31][C:30]([Cl:33])=[CH:29][C:28]=1[Cl:34])=[O:26].C(=O)([O-])[O-:36].[K+].[K+].C(OCC)(=O)C. Product: [CH2:1]([O:3][C:4]([C:5]1[C:7]2[C:8]([OH:21])=[CH:9][CH:10]=[CH:11][C:12]=2[O:36][C:24]=1[C:25](=[O:26])[C:27]1[CH:32]=[CH:31][C:30]([Cl:33])=[CH:29][C:28]=1[Cl:34])=[O:22])[CH3:2]. The catalyst class is: 35. (6) Reactant: C1(N=C=O)C=CC(N=C=O)=CC=1.[C:13]([C:15]1[CH:20]=[CH:19][CH:18]=[CH:17][C:16]=1[O:21][CH3:22])#[CH:14].[CH3:23][O:24][C:25](=[O:33])[CH2:26][CH2:27][CH2:28][CH2:29][N+:30]([O-])=[O:31].C(N(CC)CC)C. Product: [CH3:23][O:24][C:25](=[O:33])[CH2:26][CH2:27][CH2:28][C:29]1[CH:14]=[C:13]([C:15]2[CH:20]=[CH:19][CH:18]=[CH:17][C:16]=2[O:21][CH3:22])[O:31][N:30]=1. The catalyst class is: 11. (7) Reactant: [Cl:1][C:2]1[C:3]([F:28])=[C:4]([CH:8]2[C:12]([C:15]3[CH:20]=[CH:19][C:18]([Cl:21])=[CH:17][C:16]=3[F:22])([C:13]#[N:14])[CH:11]([CH2:23][C:24]([CH3:27])([CH3:26])[CH3:25])[CH2:10][NH:9]2)[CH:5]=[CH:6][CH:7]=1.[C:29]([C:31]1[CH:36]=[CH:35][C:34]([N:37]=[C:38]=[O:39])=[CH:33][CH:32]=1)#[N:30]. Product: [C:29]([C:31]1[CH:32]=[CH:33][C:34]([NH:37][C:38]([N:9]2[CH2:10][CH:11]([CH2:23][C:24]([CH3:25])([CH3:27])[CH3:26])[C:12]([C:15]3[CH:20]=[CH:19][C:18]([Cl:21])=[CH:17][C:16]=3[F:22])([C:13]#[N:14])[CH:8]2[C:4]2[CH:5]=[CH:6][CH:7]=[C:2]([Cl:1])[C:3]=2[F:28])=[O:39])=[CH:35][CH:36]=1)#[N:30]. The catalyst class is: 2.